From a dataset of Catalyst prediction with 721,799 reactions and 888 catalyst types from USPTO. Predict which catalyst facilitates the given reaction. Reactant: Cl[C:2]1[N:7]([CH2:8][C:9]2[CH:16]=[C:15]([F:17])[CH:14]=[CH:13][C:10]=2[C:11]#[N:12])[C:6](=[O:18])[N:5]([CH3:19])[C:4](=[O:20])[CH:3]=1.Cl.Cl.[NH2:23][C@@H:24]1[CH2:29][CH2:28][CH2:27][NH:26][CH2:25]1. Product: [NH2:23][CH:24]1[CH2:29][CH2:28][CH2:27][N:26]([C:2]2[N:7]([CH2:8][C:9]3[CH:16]=[C:15]([F:17])[CH:14]=[CH:13][C:10]=3[C:11]#[N:12])[C:6](=[O:18])[N:5]([CH3:19])[C:4](=[O:20])[CH:3]=2)[CH2:25]1. The catalyst class is: 41.